Dataset: Forward reaction prediction with 1.9M reactions from USPTO patents (1976-2016). Task: Predict the product of the given reaction. (1) The product is: [CH3:10][Sn:11]([CH3:17])([CH3:16])[C:2]1[CH:3]=[N:4][CH:5]=[C:6]([CH:9]=1)[C:7]#[N:8]. Given the reactants Br[C:2]1[CH:3]=[N:4][CH:5]=[C:6]([CH:9]=1)[C:7]#[N:8].[CH3:10][Sn:11]([CH3:17])([CH3:16])[Sn:11]([CH3:17])([CH3:16])[CH3:10], predict the reaction product. (2) Given the reactants [C:1]([O:5][C@@H:6]([C:12]1[C:13]([CH3:34])=[N:14][C:15]2[N:16]([N:26]=[C:27]([C:29]([O:31]CC)=[O:30])[CH:28]=2)[C:17]=1[N:18]1[CH2:23][CH2:22][C:21]([CH3:25])([CH3:24])[CH2:20][CH2:19]1)[C:7]([O:9][CH2:10][CH3:11])=[O:8])([CH3:4])([CH3:3])[CH3:2].[OH-].[Na+], predict the reaction product. The product is: [C:1]([O:5][C@@H:6]([C:12]1[C:13]([CH3:34])=[N:14][C:15]2[N:16]([N:26]=[C:27]([C:29]([OH:31])=[O:30])[CH:28]=2)[C:17]=1[N:18]1[CH2:23][CH2:22][C:21]([CH3:25])([CH3:24])[CH2:20][CH2:19]1)[C:7]([O:9][CH2:10][CH3:11])=[O:8])([CH3:2])([CH3:3])[CH3:4].